Dataset: Peptide-MHC class I binding affinity with 185,985 pairs from IEDB/IMGT. Task: Regression. Given a peptide amino acid sequence and an MHC pseudo amino acid sequence, predict their binding affinity value. This is MHC class I binding data. (1) The peptide sequence is FIIDNFGSV. The MHC is HLA-B46:01 with pseudo-sequence HLA-B46:01. The binding affinity (normalized) is 0.756. (2) The peptide sequence is ASPVAQSYL. The MHC is HLA-A02:01 with pseudo-sequence HLA-A02:01. The binding affinity (normalized) is 0. (3) The peptide sequence is ITDITSPLW. The MHC is SLA-10401 with pseudo-sequence SLA-10401. The binding affinity (normalized) is 0.898.